Dataset: Full USPTO retrosynthesis dataset with 1.9M reactions from patents (1976-2016). Task: Predict the reactants needed to synthesize the given product. (1) Given the product [NH2:19][C:15]1[CH:14]=[C:13]2[C:18](=[CH:17][CH:16]=1)[N:9]([CH2:8][CH2:7][CH:3]1[CH2:4][CH2:5][CH2:6][N:2]1[CH3:1])[C:10](=[O:22])[CH2:11][CH2:12]2, predict the reactants needed to synthesize it. The reactants are: [CH3:1][N:2]1[CH2:6][CH2:5][CH2:4][CH:3]1[CH2:7][CH2:8][N:9]1[C:18]2[C:13](=[CH:14][C:15]([N+:19]([O-])=O)=[CH:16][CH:17]=2)[CH2:12][CH2:11][C:10]1=[O:22].[H][H]. (2) Given the product [C:36]([O:35][CH2:34][CH3:33])(=[O:37])[C:38]1[CH:9]=[CH:10][CH:4]=[CH:5][CH:6]=1, predict the reactants needed to synthesize it. The reactants are: S(OC(P(=O)(OCC)OCC)[C:4]1[CH:10]=[CH:9]C=[CH:6][CH:5]=1)([C:4]1[CH:10]=[CH:9]C(C)=[CH:6][CH:5]=1)(=O)=O.[O-]CC.[Na+].[NH4+].[Cl-].[CH3:33][CH2:34][O:35][C:36]([CH3:38])=[O:37].CCCCCC.